From a dataset of Reaction yield outcomes from USPTO patents with 853,638 reactions. Predict the reaction yield, written as a fraction of the theoretical maximum amount of product (1.0 means a 100% yield; for example, 0.34 means a 34% yield). (1) The reactants are [CH3:1][O:2][C:3]1[C:4]([O:23][CH2:24][CH2:25][CH2:26][N:27]2[CH2:32][CH2:31][O:30][CH2:29][CH2:28]2)=[CH:5][C:6]([N+:20]([O-])=O)=[C:7](/[CH:9]=[CH:10]/[C:11]2[C:19]3[C:14](=[CH:15][CH:16]=[CH:17][CH:18]=3)[NH:13][N:12]=2)[CH:8]=1.[Sn].Cl.[OH-].[Na+]. The catalyst is C(O)C. The product is [NH:13]1[C:14]2[C:19](=[CH:18][CH:17]=[CH:16][CH:15]=2)[C:11](/[CH:10]=[CH:9]/[C:7]2[CH:8]=[C:3]([O:2][CH3:1])[C:4]([O:23][CH2:24][CH2:25][CH2:26][N:27]3[CH2:32][CH2:31][O:30][CH2:29][CH2:28]3)=[CH:5][C:6]=2[NH2:20])=[N:12]1. The yield is 0.890. (2) The reactants are [OH-].[Na+].CC[C:5]([O:7][C:8]([CH:10]([CH3:12])C)=[O:9])=O.[OH:13][N:14]=[C:15](Cl)[C:16]1[CH:21]=[CH:20][CH:19]=[CH:18][C:17]=1[O:22][C:23]([F:26])([F:25])[F:24].O1C[CH2:31][CH2:30][CH2:29]1. The catalyst is CO. The product is [CH3:29][CH:30]([C:12]1[O:13][N:14]=[C:15]([C:16]2[CH:21]=[CH:20][CH:19]=[CH:18][C:17]=2[O:22][C:23]([F:26])([F:25])[F:24])[C:10]=1[C:8]([O:7][CH3:5])=[O:9])[CH3:31]. The yield is 0.670. (3) The reactants are [C:1]([O:5][C:6](=[O:37])[CH2:7][O:8][C:9]1[CH:14]=[CH:13][C:12]([Cl:15])=[CH:11][C:10]=1[C:16]#[C:17][C:18]1[CH:23]=[CH:22][C:21]([NH:24][C:25](=[O:36])[C:26]2C=CC(C(F)(F)F)=CC=2)=[CH:20][CH:19]=1)([CH3:4])([CH3:3])[CH3:2].C(OC(=O)COC1C=CC(Cl)=CC=1C#CC1C=CC(N)=CC=1)(C)(C)C.C(Cl)(=O)C. No catalyst specified. The product is [C:1]([O:5][C:6](=[O:37])[CH2:7][O:8][C:9]1[CH:14]=[CH:13][C:12]([Cl:15])=[CH:11][C:10]=1[C:16]#[C:17][C:18]1[CH:19]=[CH:20][C:21]([NH:24][C:25](=[O:36])[CH3:26])=[CH:22][CH:23]=1)([CH3:4])([CH3:2])[CH3:3]. The yield is 0.910.